Dataset: Forward reaction prediction with 1.9M reactions from USPTO patents (1976-2016). Task: Predict the product of the given reaction. (1) The product is: [CH3:1][O:2][C:3]([C@H:5]1[NH:21][C:20](=[O:22])[C@H:19]([CH:23]([CH3:25])[CH3:24])[NH:18][C:17](=[O:26])[C@@H:16]([NH:27][C:28]([O:30][C:31]([CH3:34])([CH3:33])[CH3:32])=[O:29])[CH2:15][C:14]2=[CH:35][CH:36]=[C:11]([CH:12]=[CH:13]2)[O:10][CH2:9][CH2:8][CH2:7][CH2:6]1)=[O:4]. Given the reactants [CH3:1][O:2][C:3]([C@H:5]1[NH:21][C:20](=[O:22])[C@H:19]([CH:23]([CH3:25])[CH3:24])[NH:18][C:17](=[O:26])[C@@H:16]([NH:27][C:28]([O:30][C:31]([CH3:34])([CH3:33])[CH3:32])=[O:29])[CH2:15][C:14]2=[CH:35][CH:36]=[C:11]([CH:12]=[CH:13]2)[O:10][CH2:9][CH:8]=[CH:7][CH2:6]1)=[O:4], predict the reaction product. (2) Given the reactants Cl.[CH2:2]([O:9][C:10]1[CH:19]=[CH:18][C:17]([F:20])=[C:16]2[C:11]=1[CH2:12][CH2:13][CH2:14][CH:15]2[C:21]([N:23]([C:30]1[CH:31]=[N:32][C:33]([CH:36]([CH3:38])[CH3:37])=[CH:34][CH:35]=1)[CH2:24][C:25]1[CH:26]=[N:27][NH:28][CH:29]=1)=[O:22])[C:3]1[CH:8]=[CH:7][CH:6]=[CH:5][CH:4]=1.Cl[CH2:40][C:41]1[CH:46]=[C:45]([CH3:47])[CH:44]=[CH:43][N:42]=1, predict the reaction product. The product is: [CH2:2]([O:9][C:10]1[CH:19]=[CH:18][C:17]([F:20])=[C:16]2[C:11]=1[CH2:12][CH2:13][CH2:14][CH:15]2[C:21]([N:23]([C:30]1[CH:31]=[N:32][C:33]([CH:36]([CH3:38])[CH3:37])=[CH:34][CH:35]=1)[CH2:24][C:25]1[CH:29]=[N:28][N:27]([CH2:40][C:41]2[CH:46]=[C:45]([CH3:47])[CH:44]=[CH:43][N:42]=2)[CH:26]=1)=[O:22])[C:3]1[CH:8]=[CH:7][CH:6]=[CH:5][CH:4]=1. (3) Given the reactants [NH2:1][C:2]1[CH:6]=[CH:5][NH:4][N:3]=1.C(N(CC)CC)C.[C:14](O[C:14]([O:16][C:17]([CH3:20])([CH3:19])[CH3:18])=[O:15])([O:16][C:17]([CH3:20])([CH3:19])[CH3:18])=[O:15], predict the reaction product. The product is: [C:17]([O:16][C:14]([N:3]1[C:2]([NH2:1])=[CH:6][CH:5]=[N:4]1)=[O:15])([CH3:20])([CH3:19])[CH3:18].